This data is from Catalyst prediction with 721,799 reactions and 888 catalyst types from USPTO. The task is: Predict which catalyst facilitates the given reaction. (1) Reactant: [Cl:1][C:2]1[CH:3]=[C:4]([C:12]2([C:31]([F:34])([F:33])[F:32])[O:16][N:15]=[C:14]([C:17]3[CH:29]=[CH:28][C:20]([C:21]([O:23]C(C)(C)C)=[O:22])=[C:19]([CH3:30])[CH:18]=3)[CH2:13]2)[CH:5]=[C:6]([C:8]([F:11])([F:10])[F:9])[CH:7]=1.FC(F)(F)C(O)=O. Product: [Cl:1][C:2]1[CH:3]=[C:4]([C:12]2([C:31]([F:33])([F:32])[F:34])[O:16][N:15]=[C:14]([C:17]3[CH:29]=[CH:28][C:20]([C:21]([OH:23])=[O:22])=[C:19]([CH3:30])[CH:18]=3)[CH2:13]2)[CH:5]=[C:6]([C:8]([F:9])([F:10])[F:11])[CH:7]=1. The catalyst class is: 4. (2) Reactant: [Cl:1][C:2]1[CH:3]=[CH:4][CH:5]=[C:6]2[C:23]=1[O:22][C:9]1([CH2:14][CH2:13][N:12]([C:15]([O:17][C:18]([CH3:21])([CH3:20])[CH3:19])=[O:16])[CH2:11][CH2:10]1)[CH2:8][C:7]2=[O:24].[BH4-].[Na+]. Product: [Cl:1][C:2]1[CH:3]=[CH:4][CH:5]=[C:6]2[C:23]=1[O:22][C:9]1([CH2:10][CH2:11][N:12]([C:15]([O:17][C:18]([CH3:21])([CH3:19])[CH3:20])=[O:16])[CH2:13][CH2:14]1)[CH2:8][CH:7]2[OH:24]. The catalyst class is: 8. (3) Reactant: [CH3:1][O:2][C:3]1[CH:4]=[C:5]([CH2:11][CH2:12][NH:13][C:14](=[O:31])[C:15]([C:21]2[CH:30]=[CH:29][C:28]3[CH2:27][CH2:26][CH2:25][CH2:24][C:23]=3[CH:22]=2)=[CH:16][O:17][CH2:18][C:19]#[CH:20])[CH:6]=[CH:7][C:8]=1[O:9][CH3:10].[F-].C([N+](CCCC)(CCCC)CCCC)CCC.C(=O)([O-])[O-].[K+].[K+].C(Cl)(Cl)(Cl)[Cl:57]. Product: [Cl:57][C:20]#[C:19][CH2:18][O:17][CH:16]=[C:15]([C:21]1[CH:30]=[CH:29][C:28]2[CH2:27][CH2:26][CH2:25][CH2:24][C:23]=2[CH:22]=1)[C:14]([NH:13][CH2:12][CH2:11][C:5]1[CH:6]=[CH:7][C:8]([O:9][CH3:10])=[C:3]([O:2][CH3:1])[CH:4]=1)=[O:31]. The catalyst class is: 6. (4) Reactant: [CH:1]1([CH2:4][O:5][C:6]2[CH:11]=[CH:10][CH:9]=[C:8]([O:12]CC3C=CC(OC)=CC=3)[C:7]=2[C:22]2[CH:23]=[C:24]([NH:33][CH2:34][CH2:35][NH:36]C(=O)OC(C)(C)C)[C:25]3[CH2:30][O:29][C:28](=[O:31])[NH:27][C:26]=3[N:32]=2)[CH2:3][CH2:2]1.[ClH:44]. Product: [ClH:44].[NH2:36][CH2:35][CH2:34][NH:33][C:24]1[C:25]2[CH2:30][O:29][C:28](=[O:31])[NH:27][C:26]=2[N:32]=[C:22]([C:7]2[C:8]([OH:12])=[CH:9][CH:10]=[CH:11][C:6]=2[O:5][CH2:4][CH:1]2[CH2:3][CH2:2]2)[CH:23]=1. The catalyst class is: 12.